Dataset: Forward reaction prediction with 1.9M reactions from USPTO patents (1976-2016). Task: Predict the product of the given reaction. (1) The product is: [CH:1]1([NH:4][C:5]([C:7]2[CH:8]=[CH:9][C:10]([CH3:26])=[C:11]([NH:13][C:14](=[O:25])[C:15]3[CH:20]=[C:19]([O:36][CH:33]4[CH2:34][CH2:35][N:30]([CH:27]5[CH2:29][CH2:28]5)[CH2:31][CH2:32]4)[CH:18]=[CH:17][C:16]=3[N+:22]([O-:24])=[O:23])[CH:12]=2)=[O:6])[CH2:3][CH2:2]1. Given the reactants [CH:1]1([NH:4][C:5]([C:7]2[CH:8]=[CH:9][C:10]([CH3:26])=[C:11]([NH:13][C:14](=[O:25])[C:15]3[CH:20]=[C:19](F)[CH:18]=[CH:17][C:16]=3[N+:22]([O-:24])=[O:23])[CH:12]=2)=[O:6])[CH2:3][CH2:2]1.[CH:27]1([N:30]2[CH2:35][CH2:34][CH:33]([OH:36])[CH2:32][CH2:31]2)[CH2:29][CH2:28]1, predict the reaction product. (2) Given the reactants [CH:1]([N:4]1[C:12]2[CH2:11][CH2:10][N:9](C(OC(C)(C)C)=O)[CH2:8][C:7]=2[C:6]([C:20]([O:22][CH2:23][CH3:24])=[O:21])=[N:5]1)([CH3:3])[CH3:2].Cl, predict the reaction product. The product is: [CH:1]([N:4]1[C:12]2[CH2:11][CH2:10][NH:9][CH2:8][C:7]=2[C:6]([C:20]([O:22][CH2:23][CH3:24])=[O:21])=[N:5]1)([CH3:3])[CH3:2]. (3) Given the reactants [C:1]1([CH:8]=[CH:7][CH:6]=[C:4]([OH:5])[CH:3]=1)[OH:2].B(F)(F)F.CCOCC.[C:18](Cl)(=[O:22])[CH:19]([CH3:21])[CH3:20], predict the reaction product. The product is: [OH:2][C:1]1[CH:3]=[C:4]([OH:5])[CH:6]=[CH:7][C:8]=1[C:18](=[O:22])[CH:19]([CH3:21])[CH3:20]. (4) Given the reactants [C:1](Cl)(Cl)=[O:2].[OH:5][C:6]([C:13]1[CH:18]=[CH:17][CH:16]=[CH:15][C:14]=1[NH:19][CH2:20][CH2:21][C:22]([NH:25][C:26](=[O:32])[O:27][C:28]([CH3:31])([CH3:30])[CH3:29])([CH3:24])[CH3:23])([CH2:10][CH2:11][CH3:12])[CH2:7][CH2:8][CH3:9].C(N(CC)CC)C.N, predict the reaction product. The product is: [C:28]([O:27][C:26](=[O:32])[NH:25][C:22]([CH3:23])([CH3:24])[CH2:21][CH2:20][N:19]1[C:14]2[CH:15]=[CH:16][CH:17]=[CH:18][C:13]=2[C:6]([CH2:7][CH2:8][CH3:9])([CH2:10][CH2:11][CH3:12])[O:5][C:1]1=[O:2])([CH3:30])([CH3:29])[CH3:31]. (5) Given the reactants [NH2:1][C:2]1[C:3](Cl)=[N:4][C:5]2[C:10]([C:11]=1[NH:12][CH2:13][C:14]([CH3:17])([OH:16])[CH3:15])=[CH:9][CH:8]=[CH:7][C:6]=2[Br:18].[CH2:20]([O:22][CH2:23][C:24](Cl)=O)[CH3:21].C(O)C.C(=O)([O-])[O-].[K+].[K+], predict the reaction product. The product is: [Br:18][C:6]1[C:5]2[N:4]=[CH:3][C:2]3[N:1]=[C:21]([CH2:20][O:22][CH2:23][CH3:24])[N:12]([CH2:13][C:14]([CH3:17])([OH:16])[CH3:15])[C:11]=3[C:10]=2[CH:9]=[CH:8][CH:7]=1. (6) Given the reactants [CH3:1][N:2]1[C:6]2[CH:7]=[C:8]([N+:11]([O-])=O)[CH:9]=[CH:10][C:5]=2[N:4]=[CH:3]1, predict the reaction product. The product is: [CH3:1][N:2]1[C:6]2[CH:7]=[C:8]([NH2:11])[CH:9]=[CH:10][C:5]=2[N:4]=[CH:3]1.